From a dataset of Forward reaction prediction with 1.9M reactions from USPTO patents (1976-2016). Predict the product of the given reaction. (1) Given the reactants [CH3:1][CH:2]([NH2:4])[CH3:3].Cl[CH2:6][C:7]1[N:8]=[CH:9][C:10]2[C:15]([CH:16]=1)=[CH:14][CH:13]=[CH:12][CH:11]=2, predict the reaction product. The product is: [CH:9]1[C:10]2[C:15](=[CH:14][CH:13]=[CH:12][CH:11]=2)[CH:16]=[C:7]([CH2:6][NH:4][CH:2]([CH3:3])[CH3:1])[N:8]=1. (2) Given the reactants C(OC(=O)[NH:7][C@H:8]1[CH2:13][CH2:12][C@H:11]([CH2:14][CH2:15][N:16]2[CH2:21][CH2:20][CH:19]([O:22][C:23]3[CH:28]=[CH:27][C:26]([F:29])=[CH:25][CH:24]=3)[CH2:18][CH2:17]2)[CH2:10][CH2:9]1)(C)(C)C.[F:31][C:32]([F:37])([F:36])[C:33]([OH:35])=[O:34].C([O-])(O)=O.[Na+], predict the reaction product. The product is: [F:31][C:32]([F:37])([F:36])[C:33]([OH:35])=[O:34].[F:29][C:26]1[CH:25]=[CH:24][C:23]([O:22][CH:19]2[CH2:20][CH2:21][N:16]([CH2:15][CH2:14][C@H:11]3[CH2:12][CH2:13][C@H:8]([NH2:7])[CH2:9][CH2:10]3)[CH2:17][CH2:18]2)=[CH:28][CH:27]=1. (3) The product is: [C:27]([C:24]1[CH:25]=[CH:26][C:17]([N:6]2[CH2:7][C@@H:2]([CH3:1])[CH2:3][C@@H:4]([NH:8][C:9](=[O:15])[O:10][C:11]([CH3:14])([CH3:13])[CH3:12])[CH2:5]2)=[C:18]2[C:23]=1[N:22]=[CH:21][CH:20]=[CH:19]2)#[N:28]. Given the reactants [CH3:1][C@@H:2]1[CH2:7][NH:6][CH2:5][C@H:4]([NH:8][C:9](=[O:15])[O:10][C:11]([CH3:14])([CH3:13])[CH3:12])[CH2:3]1.Br[C:17]1[CH:26]=[CH:25][C:24]([C:27]#[N:28])=[C:23]2[C:18]=1[CH:19]=[CH:20][CH:21]=[N:22]2.CCN(C(C)C)C(C)C, predict the reaction product. (4) Given the reactants [C:1](=O)([O-])[O-].[Cs+].[Cs+].[CH2:7]([C:9]1[CH:14]=[CH:13][C:12]([OH:15])=[C:11]([C:16]2[O:17][CH:18]=[CH:19][CH:20]=2)[CH:10]=1)[CH3:8].[CH3:21][O:22][C:23](=[O:42])[CH2:24][CH2:25][C:26]1[CH:31]=[CH:30][C:29]([O:32][CH2:33][CH2:34][C@@H:35](OS(C)(=O)=O)[CH3:36])=[CH:28][CH:27]=1, predict the reaction product. The product is: [CH3:21][O:22][C:23](=[O:42])[CH2:24][CH2:25][C:26]1[CH:31]=[CH:30][C:29]([O:32][CH2:33][CH2:34][C@@H:35]([O:15][C:12]2[CH:13]=[CH:14][C:9]([CH2:7][CH3:8])=[CH:10][C:11]=2[C:16]2[O:17][CH:18]=[CH:19][CH:20]=2)[CH3:36])=[CH:28][C:27]=1[CH3:1].